Dataset: Reaction yield outcomes from USPTO patents with 853,638 reactions. Task: Predict the reaction yield, written as a fraction of the theoretical maximum amount of product (1.0 means a 100% yield; for example, 0.34 means a 34% yield). (1) The reactants are Br[C:2]1[CH:3]=[C:4]2[C:9]3=[C:10]([C@H:12]4[CH2:18][N:17]([C:19]([O:21][C:22]([CH3:25])([CH3:24])[CH3:23])=[O:20])[CH2:16][CH2:15][CH2:14][C@H:13]4[N:8]3[CH2:7][CH2:6][CH2:5]2)[CH:11]=1.[CH3:26][O:27][C:28]1[CH:33]=[CH:32][C:31](B(O)O)=[C:30]([C:37]([F:40])([F:39])[F:38])[CH:29]=1. No catalyst specified. The product is [CH3:26][O:27][C:28]1[CH:33]=[CH:32][C:31]([C:2]2[CH:3]=[C:4]3[C:9]4=[C:10]([C@H:12]5[CH2:18][N:17]([C:19]([O:21][C:22]([CH3:24])([CH3:23])[CH3:25])=[O:20])[CH2:16][CH2:15][CH2:14][C@H:13]5[N:8]4[CH2:7][CH2:6][CH2:5]3)[CH:11]=2)=[C:30]([C:37]([F:38])([F:39])[F:40])[CH:29]=1. The yield is 0.910. (2) The reactants are [Cl:1][C:2]1[CH:3]=[C:4]([C:9]2[CH:10]=[C:11]([C:28]([NH2:30])=[O:29])[C:12]3[NH:13][C:14]4[CH:15]=[C:16]([N:22]5[CH2:27][CH2:26][O:25][CH2:24][CH2:23]5)[CH:17]=[CH:18][C:19]=4[C:20]=3[N:21]=2)[CH:5]=[CH:6][C:7]=1[OH:8].Br[CH2:32][CH2:33][Cl:34].C([O-])([O-])=O.[K+].[K+].C(O)(C(F)(F)F)=O.N. The catalyst is CN(C=O)C.CO.O. The product is [Cl:1][C:2]1[CH:3]=[C:4]([C:9]2[CH:10]=[C:11]([C:28]([NH2:30])=[O:29])[C:12]3[NH:13][C:14]4[CH:15]=[C:16]([N:22]5[CH2:23][CH2:24][O:25][CH2:26][CH2:27]5)[CH:17]=[CH:18][C:19]=4[C:20]=3[N:21]=2)[CH:5]=[CH:6][C:7]=1[O:8][CH2:32][CH2:33][Cl:34]. The yield is 0.680. (3) The product is [Br:1][C:2]1[CH:3]=[CH:4][C:5]([F:18])=[C:6]([C:8]23[CH2:10][CH:9]2[CH2:11][O:12][CH2:15][C:14](=[O:17])[NH:13]3)[CH:7]=1. The catalyst is C(O)(C)(C)C. The yield is 0.920. The reactants are [Br:1][C:2]1[CH:3]=[CH:4][C:5]([F:18])=[C:6]([C:8]2([NH:13][C:14](=[O:17])[CH2:15]Cl)[CH2:10][CH:9]2[CH2:11][OH:12])[CH:7]=1.CC(C)([O-])C.[K+].Cl. (4) The reactants are [Cl:1][C:2]1[C:7]([CH:8](OC)[O:9]C)=[C:6]([O:13][CH:14]([F:16])[F:15])[CH:5]=[CH:4][C:3]=1[F:17]. The catalyst is CC(C)=O.O. The product is [Cl:1][C:2]1[C:3]([F:17])=[CH:4][CH:5]=[C:6]([O:13][CH:14]([F:16])[F:15])[C:7]=1[CH:8]=[O:9]. The yield is 0.400. (5) The reactants are O=[C:2]([C:8]1[S:12][CH:11]=[N:10][CH:9]=1)[C:3]([O:5][CH2:6][CH3:7])=[O:4].C(O)C.C([O-])(=O)C.[Na+].Cl.[NH2:22][OH:23]. The catalyst is CCCCCC.C(OCC)(=O)C. The product is [OH:23][N:22]=[C:2]([C:8]1[S:12][CH:11]=[N:10][CH:9]=1)[C:3]([O:5][CH2:6][CH3:7])=[O:4]. The yield is 0.940. (6) The reactants are [OH-].[Na+].C[O:4][C:5](=[O:22])[CH2:6][CH2:7][C@H:8]1[CH2:12][O:11][C:10]([CH3:14])([CH3:13])[N:9]1[C:15]([O:17][C:18]([CH3:21])([CH3:20])[CH3:19])=[O:16]. No catalyst specified. The product is [C:18]([O:17][C:15]([N:9]1[C@@H:8]([CH2:7][CH2:6][C:5]([OH:22])=[O:4])[CH2:12][O:11][C:10]1([CH3:14])[CH3:13])=[O:16])([CH3:21])([CH3:19])[CH3:20]. The yield is 0.910. (7) The reactants are [CH3:1][C:2]1[CH:7]=[C:6]([CH3:8])[CH:5]=[C:4]([CH:9]=[CH:10][CH:11]=[CH:12][C:13]2[CH:18]=[CH:17][C:16]([N+:19]([O-])=O)=[CH:15][CH:14]=2)[N:3]=1. The catalyst is [Pd].CO. The product is [CH3:8][C:6]1[CH:7]=[C:2]([CH3:1])[N:3]=[C:4]([CH2:9][CH2:10][CH2:11][CH2:12][C:13]2[CH:18]=[CH:17][C:16]([NH2:19])=[CH:15][CH:14]=2)[CH:5]=1. The yield is 0.710. (8) The catalyst is C(O)C. The yield is 0.410. The product is [CH3:30][Si:2]([CH3:1])([CH3:29])[C:3]1[CH:4]=[C:5]([CH:22]=[C:23]([Si:25]([CH3:28])([CH3:27])[CH3:26])[CH:24]=1)[C:6]([NH:8][C:9]1[N:14]=[CH:13][C:12](/[CH:15]=[CH:16]/[C:17]([OH:19])=[O:18])=[CH:11][CH:10]=1)=[O:7]. The reactants are [CH3:1][Si:2]([CH3:30])([CH3:29])[C:3]1[CH:4]=[C:5]([CH:22]=[C:23]([Si:25]([CH3:28])([CH3:27])[CH3:26])[CH:24]=1)[C:6]([NH:8][C:9]1[N:14]=[CH:13][C:12](/[CH:15]=[CH:16]/[C:17]([O:19]CC)=[O:18])=[CH:11][CH:10]=1)=[O:7].[OH-].[Na+].Cl.